Regression. Given a peptide amino acid sequence and an MHC pseudo amino acid sequence, predict their binding affinity value. This is MHC class I binding data. From a dataset of Peptide-MHC class I binding affinity with 185,985 pairs from IEDB/IMGT. (1) The peptide sequence is CRRPGNKTVL. The MHC is Mamu-A07 with pseudo-sequence Mamu-A07. The binding affinity (normalized) is 0.0598. (2) The peptide sequence is SLFYTVATI. The MHC is HLA-A02:01 with pseudo-sequence HLA-A02:01. The binding affinity (normalized) is 0.555. (3) The MHC is HLA-A33:01 with pseudo-sequence HLA-A33:01. The binding affinity (normalized) is 0. The peptide sequence is LAELLEMKY. (4) The peptide sequence is ATIWQLLAF. The MHC is HLA-B57:01 with pseudo-sequence HLA-B57:01. The binding affinity (normalized) is 0.213. (5) The peptide sequence is HPYVFCALL. The MHC is HLA-B57:01 with pseudo-sequence HLA-B57:01. The binding affinity (normalized) is 0.0847.